This data is from Forward reaction prediction with 1.9M reactions from USPTO patents (1976-2016). The task is: Predict the product of the given reaction. (1) Given the reactants C(NC(C)C)(C)C.C([Li])CCC.[Cl:13][C:14]1[CH:19]=[C:18]([O:20][CH3:21])[CH:17]=[C:16]([Cl:22])[N:15]=1.[C:23](=[O:25])=[O:24].[Cl-].[NH4+].Cl, predict the reaction product. The product is: [Cl:22][C:16]1[N:15]=[C:14]([Cl:13])[CH:19]=[C:18]([O:20][CH3:21])[C:17]=1[C:23]([OH:25])=[O:24]. (2) Given the reactants C(OC([N:8]1[CH2:14][CH2:13][CH2:12][N:11]([C:15]2[N:23]([CH2:24][C:25]3[CH:30]=[CH:29][CH:28]=[CH:27][CH:26]=3)[C:22]3[C:21](=[O:31])[N:20]([CH2:32][C:33]4[C:42]5[C:37](=[CH:38][CH:39]=[CH:40][CH:41]=5)[CH:36]=[CH:35][N:34]=4)[C:19](=[O:43])[N:18]([CH3:44])[C:17]=3[C:16]=2[C:45]([N:47]2[CH2:52][CH2:51][O:50][CH2:49][CH2:48]2)=[O:46])[CH2:10][CH2:9]1)=O)(C)(C)C, predict the reaction product. The product is: [CH2:24]([N:23]1[C:22]2[C:21](=[O:31])[N:20]([CH2:32][C:33]3[C:42]4[C:37](=[CH:38][CH:39]=[CH:40][CH:41]=4)[CH:36]=[CH:35][N:34]=3)[C:19](=[O:43])[N:18]([CH3:44])[C:17]=2[C:16]([C:45]([N:47]2[CH2:52][CH2:51][O:50][CH2:49][CH2:48]2)=[O:46])=[C:15]1[N:11]1[CH2:12][CH2:13][CH2:14][NH:8][CH2:9][CH2:10]1)[C:25]1[CH:26]=[CH:27][CH:28]=[CH:29][CH:30]=1. (3) Given the reactants [F:1][C:2]1[CH:7]=[CH:6][C:5]([C:8]2[C:12](/[CH:13]=[CH:14]/[C:15]3[CH:16]=[C:17]([C:20]([OH:22])=O)[NH:18][N:19]=3)=[C:11]([CH3:23])[O:10][N:9]=2)=[CH:4][CH:3]=1.C([O-])(=O)C([O-])=O.[CH2:30]1[C:33]2([CH2:36][NH2+:35][CH2:34]2)[CH2:32][O:31]1.[CH2:30]1[C:33]2([CH2:36][NH2+:35][CH2:34]2)[CH2:32][O:31]1, predict the reaction product. The product is: [F:1][C:2]1[CH:3]=[CH:4][C:5]([C:8]2[C:12](/[CH:13]=[CH:14]/[C:15]3[CH:16]=[C:17]([C:20]([N:35]4[CH2:36][C:33]5([CH2:30][O:31][CH2:32]5)[CH2:34]4)=[O:22])[NH:18][N:19]=3)=[C:11]([CH3:23])[O:10][N:9]=2)=[CH:6][CH:7]=1. (4) Given the reactants [CH3:1][C:2]1[CH:3]=[CH:4][C:5]([C:8]2[CH:9]=[C:10]([CH:15]=[C:16]([N:18]3[CH2:23][CH2:22][O:21][CH2:20][C:19]3=[O:24])[CH:17]=2)[C:11]([O:13]C)=[O:12])=[N:6][CH:7]=1.[OH-].[Li+], predict the reaction product. The product is: [CH3:1][C:2]1[CH:3]=[CH:4][C:5]([C:8]2[CH:9]=[C:10]([CH:15]=[C:16]([N:18]3[CH2:23][CH2:22][O:21][CH2:20][C:19]3=[O:24])[CH:17]=2)[C:11]([OH:13])=[O:12])=[N:6][CH:7]=1. (5) Given the reactants [CH2:1]([O:11][C:12](=[O:15])[CH:13]=[CH2:14])[CH2:2][CH2:3][CH2:4][CH2:5][CH2:6][CH2:7][CH2:8][CH2:9][CH3:10].[C:16]([NH2:20])(=[O:19])[CH:17]=[CH2:18], predict the reaction product. The product is: [CH2:1]([O:11][C:12](=[O:15])[CH:13]=[CH2:14])[CH2:2][CH2:3][CH2:4][CH2:5][CH2:6][CH2:7][CH2:8][CH2:9][CH3:10].[C:16]([NH2:20])(=[O:19])[CH:17]=[CH2:18]. (6) Given the reactants [H-].[Na+].N[C:4]1C=CC=C[CH:5]=1.C[C:11]1[CH2:15][C:14]([CH3:16])=[C:13]([CH3:17])[C:12]=1[CH3:18].ClC[SiH:21]([CH2:28][CH2:29][CH2:30][CH2:31][CH2:32][CH2:33][CH2:34][CH2:35][CH2:36][CH2:37][CH2:38][CH2:39][CH2:40][CH2:41][CH2:42][CH2:43][CH2:44][CH3:45])[C:22]1[CH:27]=[CH:26][CH:25]=[CH:24][CH:23]=1.C(=O)([O-])[O-].[Na+].[Na+], predict the reaction product. The product is: [CH3:11][C:15]1[C:28]([SiH2:21][C:22]2[CH:23]=[CH:24][CH:25]=[CH:26][CH:27]=2)([CH2:29][CH2:30][CH2:31][CH2:32][CH2:33][CH2:34][CH2:35][CH2:36][CH2:37][CH2:38][CH2:39][CH2:40][CH2:41][CH2:42][CH2:43][CH2:44][CH2:45][CH2:4][CH3:5])[C:12]([CH3:18])=[C:13]([CH3:17])[C:14]=1[CH3:16]. (7) Given the reactants C(O[C:4](=[O:14])[CH2:5][C:6](=O)[C:7]1[CH:12]=[CH:11][CH:10]=[CH:9][CH:8]=1)C.Cl.[C:16]([NH2:24])(=[NH:23])[C:17]1[CH:22]=[CH:21][CH:20]=[CH:19][CH:18]=1, predict the reaction product. The product is: [C:17]1([C:16]2[N:24]=[C:4]([OH:14])[CH:5]=[C:6]([C:7]3[CH:8]=[CH:9][CH:10]=[CH:11][CH:12]=3)[N:23]=2)[CH:22]=[CH:21][CH:20]=[CH:19][CH:18]=1.